From a dataset of Full USPTO retrosynthesis dataset with 1.9M reactions from patents (1976-2016). Predict the reactants needed to synthesize the given product. (1) Given the product [CH2:1]([N:5]1[C:13]2[N:12]=[C:11]([Cl:14])[NH:10][C:9]=2[C:8](=[O:15])[N:7]([CH2:16][CH2:17][O:42][C:43]2[CH:48]=[CH:47][CH:46]=[CH:45][CH:44]=2)[C:6]1=[O:25])[CH2:2][CH2:3][CH3:4], predict the reactants needed to synthesize it. The reactants are: [CH2:1]([N:5]1[C:13]2[N:12]=[C:11]([Cl:14])[NH:10][C:9]=2[C:8](=[O:15])[N:7]([CH2:16][CH2:17]CC2C=CC=CC=2)[C:6]1=[O:25])[CH2:2][CH2:3][CH3:4].C(N1C2N=CNC=2C(=O)N(CC[O:42][C:43]2[CH:48]=[CH:47][CH:46]=[CH:45][CH:44]=2)C1=O)CCC.C1C(=O)N(Cl)C(=O)C1. (2) Given the product [N:15]1[C:14]([CH2:13][CH2:12][N:8]2[C:9](=[O:11])[C:10]3[C:6](=[CH:5][CH:4]=[CH:3][C:2]=3[C:31]3[CH:39]=[C:38]4[C:34]([CH2:35][C:36](=[O:40])[NH:37]4)=[CH:33][CH:32]=3)[CH2:7]2)=[CH:22][N:17]2[CH:18]=[CH:19][CH:20]=[CH:21][C:16]=12, predict the reactants needed to synthesize it. The reactants are: Br[C:2]1[CH:3]=[CH:4][CH:5]=[C:6]2[C:10]=1[C:9](=[O:11])[N:8]([CH2:12][CH2:13][C:14]1[N:15]=[C:16]3[CH:21]=[CH:20][CH:19]=[CH:18][N:17]3[CH:22]=1)[CH2:7]2.CC1(C)C(C)(C)OB([C:31]2[CH:39]=[C:38]3[C:34]([CH2:35][C:36](=[O:40])[NH:37]3)=[CH:33][CH:32]=2)O1.C([O-])([O-])=O.[Na+].[Na+]. (3) Given the product [C:1]([N:4]1[CH2:9][CH2:8][CH2:7][CH:6]([NH:12][NH:11][C:13]([O:15][C:16]([CH3:19])([CH3:18])[CH3:17])=[O:14])[CH2:5]1)(=[O:3])[CH3:2], predict the reactants needed to synthesize it. The reactants are: [C:1]([N:4]1[CH2:9][CH2:8][CH2:7][C:6](=O)[CH2:5]1)(=[O:3])[CH3:2].[NH:11]([C:13]([O:15][C:16]([CH3:19])([CH3:18])[CH3:17])=[O:14])[NH2:12].C([BH3-])#N.[Na+].O.C1(C)C=CC(S(O)(=O)=O)=CC=1. (4) Given the product [Cl:14][CH:13]=[C:11]1[CH2:12][N:8]([C:6]([C:24]2[C:19](=[O:18])[O:20][C:21]([CH2:28][CH2:29][CH2:30][CH2:31][CH3:32])=[CH:22][CH:23]=2)=[O:7])[C@H:9]([C:15]([NH:39][CH2:38][C:37]2[CH:40]=[CH:41][C:42]([O:43][CH3:44])=[C:35]([O:34][CH3:33])[CH:36]=2)=[O:17])[CH2:10]1, predict the reactants needed to synthesize it. The reactants are: C(O[C:6]([N:8]1[CH2:12][C:11](=[CH:13][Cl:14])[CH2:10][C@H:9]1[C:15]([OH:17])=O)=[O:7])(C)(C)C.[O:18]=[C:19]1[C:24](C(Cl)=O)=[CH:23][CH:22]=[C:21]([CH2:28][CH2:29][CH2:30][CH2:31][CH3:32])[O:20]1.[CH3:33][O:34][C:35]1[CH:36]=[C:37]([CH:40]=[CH:41][C:42]=1[O:43][CH3:44])[CH2:38][NH2:39]. (5) Given the product [CH3:18][CH2:13][CH2:14][CH:15]([CH3:17])[CH3:16].[CH3:2][CH2:1][O:3][C:8]([CH3:9])=[O:7], predict the reactants needed to synthesize it. The reactants are: [C:1](Cl)(=[O:3])[CH3:2].C(N[C@H:13]([C:18](O)=O)[CH2:14][CH:15]([CH3:17])[CH3:16])([O:7][C:8](C)(C)[CH3:9])=O.O.CN(C(ON1N=NC2C=CC=NC1=2)=[N+](C)C)C.F[P-](F)(F)(F)(F)F.CCN(C(C)C)C(C)C. (6) The reactants are: [N:1]1[O:5][N:4]=[C:3]2[CH:6]=[C:7](B(O)O)[CH:8]=[CH:9][C:2]=12.Br[C:14]1[CH:19]=[CH:18][C:17]([O:20][CH2:21][CH2:22][F:23])=[CH:16][CH:15]=1. Given the product [F:23][CH2:22][CH2:21][O:20][C:17]1[CH:18]=[CH:19][C:14]([C:7]2[CH:8]=[CH:9][C:2]3[C:3]([CH:6]=2)=[N:4][O:5][N:1]=3)=[CH:15][CH:16]=1, predict the reactants needed to synthesize it.